From a dataset of Forward reaction prediction with 1.9M reactions from USPTO patents (1976-2016). Predict the product of the given reaction. (1) Given the reactants [OH:1][C:2]1[CH:7]=[CH:6][CH:5]=[CH:4][C:3]=1[C:8]1[N:17]=[C:16]([N:18]2[CH2:23][CH2:22][CH:21]([NH:24]C(=O)OC(C)(C)C)[CH2:20][CH2:19]2)[C:15]2[C:10](=[CH:11][C:12]([CH3:32])=[CH:13][CH:14]=2)[N:9]=1.FC(F)(F)C(O)=O, predict the reaction product. The product is: [NH2:24][CH:21]1[CH2:22][CH2:23][N:18]([C:16]2[C:15]3[C:10](=[CH:11][C:12]([CH3:32])=[CH:13][CH:14]=3)[N:9]=[C:8]([C:3]3[CH:4]=[CH:5][CH:6]=[CH:7][C:2]=3[OH:1])[N:17]=2)[CH2:19][CH2:20]1. (2) Given the reactants Br[C:2]1[CH:7]=[CH:6][C:5]([S:8]([C:11]2[CH:12]=[CH:13][C:14]([NH2:17])=[N:15][CH:16]=2)(=[O:10])=[O:9])=[CH:4][CH:3]=1.[F:18][C:19]([F:39])([F:38])[C:20]([C:23]1[CH:28]=[CH:27][C:26](B2OC(C)(C)C(C)(C)O2)=[CH:25][CH:24]=1)([OH:22])[CH3:21].C(=O)([O-])[O-].[Cs+].[Cs+], predict the reaction product. The product is: [NH2:17][C:14]1[N:15]=[CH:16][C:11]([S:8]([C:5]2[CH:6]=[CH:7][C:2]([C:26]3[CH:27]=[CH:28][C:23]([C:20]([OH:22])([CH3:21])[C:19]([F:38])([F:39])[F:18])=[CH:24][CH:25]=3)=[CH:3][CH:4]=2)(=[O:10])=[O:9])=[CH:12][CH:13]=1. (3) The product is: [CH3:8][S:9]([O:11][CH2:7][CH:1]1[CH:6]=[CH:5][CH2:4][CH2:3][CH2:2]1)(=[O:13])=[O:10]. Given the reactants [C:1]1([CH3:7])[CH:6]=[CH:5][CH:4]=[CH:3][CH:2]=1.[CH3:8][S:9](Cl)(=[O:11])=[O:10].[OH2:13], predict the reaction product. (4) Given the reactants [CH2:1]([CH:3]([C:8](=[O:10])[CH3:9])[C:4]([O:6][CH3:7])=[O:5])[CH3:2].C(C(C(=O)C)C(OCC)=O)C, predict the reaction product. The product is: [CH2:1]([CH:3]([CH:8]([OH:10])[CH3:9])[C:4]([O:6][CH3:7])=[O:5])[CH3:2]. (5) Given the reactants [Cl:1][C:2]1[CH:3]=[C:4]([CH2:18][CH2:19][OH:20])[CH:5]=[CH:6][C:7]=1[O:8][CH2:9][C:10]1[CH:15]=[CH:14][C:13]([O:16][CH3:17])=[CH:12][CH:11]=1.C(N(CC)CC)C.[CH3:28][S:29](Cl)(=[O:31])=[O:30], predict the reaction product. The product is: [CH3:28][S:29]([O:20][CH2:19][CH2:18][C:4]1[CH:5]=[CH:6][C:7]([O:8][CH2:9][C:10]2[CH:15]=[CH:14][C:13]([O:16][CH3:17])=[CH:12][CH:11]=2)=[C:2]([Cl:1])[CH:3]=1)(=[O:31])=[O:30]. (6) Given the reactants [Cl:1][C:2]1[CH:3]=[C:4]([C:8]2[CH:16]=[CH:15][CH:14]=[C:13]3[C:9]=2[CH:10]=[CH:11][NH:12]3)[CH:5]=[CH:6][CH:7]=1.[Br-].[Br-].[Br-].[NH+]1C=CC=CC=1.[NH+]1C=CC=CC=1.[NH+]1C=CC=CC=1.C(O)(=[O:40])C, predict the reaction product. The product is: [Cl:1][C:2]1[CH:3]=[C:4]([C:8]2[CH:16]=[CH:15][CH:14]=[C:13]3[C:9]=2[CH2:10][C:11](=[O:40])[NH:12]3)[CH:5]=[CH:6][CH:7]=1. (7) Given the reactants C(O[C:4](=O)[CH2:5][C:6]([C@@H:8]1[CH2:12][CH2:11][CH2:10][N:9]1[C:13]([O:15]C(C)(C)C)=O)=O)C.C([C:23]1[S:27][CH:26]=[C:25]([C:28]([OH:30])=[O:29])[CH:24]=1)=O.N1CCCCC1.[NH2:37]/[C:38](/[CH2:45][CH2:46][C:47]1[CH:52]=[CH:51][C:50]([F:53])=[CH:49][CH:48]=1)=[CH:39]\[C:40]([O:42][CH2:43][CH3:44])=[O:41].C(O)(C(F)(F)F)=O, predict the reaction product. The product is: [CH2:43]([O:42][C:40]([C:39]1[C:38]([CH2:45][CH2:46][C:47]2[CH:48]=[CH:49][C:50]([F:53])=[CH:51][CH:52]=2)=[N:37][C:6]2[C@H:8]3[N:9]([C:13](=[O:15])[C:5]=2[C:4]=1[C:23]1[S:27][CH:26]=[C:25]([C:28]([OH:30])=[O:29])[CH:24]=1)[CH2:10][CH2:11][CH2:12]3)=[O:41])[CH3:44]. (8) Given the reactants Cl.[Br:2][C:3]1[CH:15]=[CH:14][C:6]([CH2:7][CH:8]2[CH2:13][CH2:12][NH:11][CH2:10][CH2:9]2)=[CH:5][C:4]=1[O:16][CH2:17][CH2:18][O:19][CH3:20].[OH-].[K+].[CH:23]1[CH:28]=[CH:27][C:26]([S:29]([O:32][CH2:33][CH2:34][C:35]2[CH:36]=[C:37]3[C:42](=[CH:43][CH:44]=2)[O:41][CH2:40][CH2:39][C:38]3=[O:45])(=[O:31])=[O:30])=[CH:25][CH:24]=1.P([O-])([O-])(O)=O.[K+].[K+].CN1CCCCC1=O.C1(S(O)(=O)=O)C=CC=CC=1, predict the reaction product. The product is: [C:26]1([S:29]([OH:32])(=[O:31])=[O:30])[CH:27]=[CH:28][CH:23]=[CH:24][CH:25]=1.[Br:2][C:3]1[CH:15]=[CH:14][C:6]([CH2:7][CH:8]2[CH2:9][CH2:10][N:11]([CH2:33][CH2:34][C:35]3[CH:36]=[C:37]4[C:42](=[CH:43][CH:44]=3)[O:41][CH2:40][CH2:39][C:38]4=[O:45])[CH2:12][CH2:13]2)=[CH:5][C:4]=1[O:16][CH2:17][CH2:18][O:19][CH3:20].